Dataset: Catalyst prediction with 721,799 reactions and 888 catalyst types from USPTO. Task: Predict which catalyst facilitates the given reaction. (1) Reactant: C([Li])CCC.O1CCCC1.[F:11][C:12]1[CH:19]=[CH:18][C:15]([CH2:16][OH:17])=[CH:14][CH:13]=1.[Cl:20][C:21]1[N:26]=[C:25](Cl)[CH:24]=[CH:23][N:22]=1. Product: [Cl:20][C:21]1[N:26]=[C:25]([O:17][CH2:16][C:15]2[CH:18]=[CH:19][C:12]([F:11])=[CH:13][CH:14]=2)[CH:24]=[CH:23][N:22]=1. The catalyst class is: 6. (2) Reactant: [Br:1][C:2]1[CH:31]=[CH:30][C:5]([CH2:6][C@H:7]2[C:12](=[O:13])[C@@H:11]([NH:14][C:15]3([C:18]4[CH:23]=[CH:22][CH:21]=[C:20]([C:24]([CH3:27])([CH3:26])[CH3:25])[CH:19]=4)[CH2:17][CH2:16]3)[CH2:10][S:9](=[O:29])(=[O:28])[CH2:8]2)=[CH:4][CH:3]=1.O.[OH-].[Na+]. Product: [Br:1][C:2]1[CH:31]=[CH:30][C:5]([CH2:6][C@H:7]2[C@H:12]([OH:13])[C@@H:11]([NH:14][C:15]3([C:18]4[CH:23]=[CH:22][CH:21]=[C:20]([C:24]([CH3:27])([CH3:26])[CH3:25])[CH:19]=4)[CH2:17][CH2:16]3)[CH2:10][S:9](=[O:29])(=[O:28])[CH2:8]2)=[CH:4][CH:3]=1. The catalyst class is: 1. (3) Reactant: [OH:1][C:2]1[C:11]2[C:6](=[CH:7][CH:8]=[C:9](I)[CH:10]=2)[N:5]([CH3:13])[C:4](=[O:14])[C:3]=1[C:15]([NH:17][CH2:18][C:19]([O:21][CH2:22][CH3:23])=[O:20])=[O:16].[B:24]1([B:24]2[O:28][C:27]([CH3:30])([CH3:29])[C:26]([CH3:32])([CH3:31])[O:25]2)[O:28][C:27]([CH3:30])([CH3:29])[C:26]([CH3:32])([CH3:31])[O:25]1.C(O)(=O)C.[K]. Product: [OH:1][C:2]1[C:11]2[C:6](=[CH:7][CH:8]=[C:9]([B:24]3[O:28][C:27]([CH3:30])([CH3:29])[C:26]([CH3:32])([CH3:31])[O:25]3)[CH:10]=2)[N:5]([CH3:13])[C:4](=[O:14])[C:3]=1[C:15]([NH:17][CH2:18][C:19]([O:21][CH2:22][CH3:23])=[O:20])=[O:16]. The catalyst class is: 294.